Dataset: Peptide-MHC class I binding affinity with 185,985 pairs from IEDB/IMGT. Task: Regression. Given a peptide amino acid sequence and an MHC pseudo amino acid sequence, predict their binding affinity value. This is MHC class I binding data. (1) The peptide sequence is SQDNQWSYK. The MHC is HLA-A31:01 with pseudo-sequence HLA-A31:01. The binding affinity (normalized) is 0.588. (2) The peptide sequence is FGALFMWLL. The MHC is HLA-B46:01 with pseudo-sequence HLA-B46:01. The binding affinity (normalized) is 0.0847. (3) The peptide sequence is SRKASNTIL. The MHC is HLA-B27:05 with pseudo-sequence HLA-B27:05. The binding affinity (normalized) is 0.0847. (4) The peptide sequence is GMFTNRLGSQ. The MHC is HLA-A01:01 with pseudo-sequence HLA-A01:01. The binding affinity (normalized) is 0.